Dataset: Catalyst prediction with 721,799 reactions and 888 catalyst types from USPTO. Task: Predict which catalyst facilitates the given reaction. (1) Reactant: [F:1][C:2]1[CH:7]=[C:6]([I:8])[CH:5]=[CH:4][C:3]=1[NH:9][C:10]1[C:19]2[C:18](=[O:20])[NH:17][CH:16]=[N:15][C:14]=2[N:13]([CH3:21])[C:12](=[O:22])[CH:11]=1.C(=O)([O-])[O-].[K+].[K+].ClC1C=CC([N+]([O-])=O)=CC=1[N+]([O-])=O.CC1(C)[O:47][C@@H:46]([CH2:48][O:49]N)[CH2:45][O:44]1. Product: [OH:47][C@H:46]([CH2:48][OH:49])[CH2:45][O:44][N:17]1[C:18](=[O:20])[C:19]2[C:10]([NH:9][C:3]3[CH:4]=[CH:5][C:6]([I:8])=[CH:7][C:2]=3[F:1])=[CH:11][C:12](=[O:22])[N:13]([CH3:21])[C:14]=2[N:15]=[CH:16]1. The catalyst class is: 44. (2) Reactant: [C:1]([O:5][C:6]([N:8]1[CH2:13][CH2:12][CH2:11][C:10]([NH:18][C:19]([O:21][CH2:22][C:23]2[CH:28]=[CH:27][CH:26]=[CH:25][CH:24]=2)=[O:20])([CH:14]([CH3:17])[CH:15]=C)[CH2:9]1)=[O:7])([CH3:4])([CH3:3])[CH3:2].[O:29]=[O+][O-].[BH4-].[Na+].C(=O)(O)[O-].[Na+]. Product: [C:1]([O:5][C:6]([N:8]1[CH2:13][CH2:12][CH2:11][C:10]([NH:18][C:19]([O:21][CH2:22][C:23]2[CH:28]=[CH:27][CH:26]=[CH:25][CH:24]=2)=[O:20])([CH:14]([CH3:17])[CH2:15][OH:29])[CH2:9]1)=[O:7])([CH3:4])([CH3:3])[CH3:2]. The catalyst class is: 147. (3) Reactant: [ClH:1].[CH2:2]([O:6][C:7]1[CH:12]=[CH:11][C:10]([S:13]([C:16]2([C:22]([NH:24][OH:25])=[O:23])[CH2:21][CH2:20][NH:19][CH2:18][CH2:17]2)(=[O:15])=[O:14])=[CH:9][CH:8]=1)[C:3]#[C:4][CH3:5].BrC[C:28]1[CH:37]=[CH:36][C:31]([C:32]([O:34][CH3:35])=[O:33])=[CH:30][CH:29]=1.[CH2:38](N(CC)CC)C.Cl. Product: [ClH:1].[CH2:2]([O:6][C:7]1[CH:8]=[CH:9][C:10]([S:13]([C:16]2([C:22]([NH:24][OH:25])=[O:23])[CH2:21][CH2:20][N:19]([CH2:38][C:30]3[CH:29]=[CH:28][CH:37]=[CH:36][C:31]=3[C:32]([O:34][CH3:35])=[O:33])[CH2:18][CH2:17]2)(=[O:14])=[O:15])=[CH:11][CH:12]=1)[C:3]#[C:4][CH3:5]. The catalyst class is: 459. (4) Reactant: [NH2:1][C:2]1[C:21]([C:22]2[CH:23]=[CH:24][C:25]3[O:38][CH2:37][N:28]4[C:29]5[CH:30]=[CH:31][CH:32]=[C:33]([F:36])[C:34]=5[CH:35]=[C:27]4[C:26]=3[N:39]=2)=[CH:20][C:5]2[C:6]([C:16]([NH:18][CH3:19])=[O:17])=[C:7]([C:9]3[CH:14]=[CH:13][C:12]([F:15])=[CH:11][CH:10]=3)[O:8][C:4]=2[CH:3]=1.[Cl:40][CH2:41][CH2:42][N:43]=[C:44]=[O:45]. Product: [Cl:40][CH2:41][CH2:42][NH:43][C:44](=[O:45])[NH:1][C:2]1[C:21]([C:22]2[CH:23]=[CH:24][C:25]3[O:38][CH2:37][N:28]4[C:29]5[CH:30]=[CH:31][CH:32]=[C:33]([F:36])[C:34]=5[CH:35]=[C:27]4[C:26]=3[N:39]=2)=[CH:20][C:5]2[C:6]([C:16]([NH:18][CH3:19])=[O:17])=[C:7]([C:9]3[CH:14]=[CH:13][C:12]([F:15])=[CH:11][CH:10]=3)[O:8][C:4]=2[CH:3]=1. The catalyst class is: 1. (5) Reactant: [CH3:1][O:2][C:3]1[N:8]=[CH:7][C:6]([CH:9]=O)=[CH:5][CH:4]=1.C(O)(=O)[CH2:12][C:13]([OH:15])=[O:14].N1CCCCC1.Cl. Product: [CH3:1][O:2][C:3]1[N:8]=[CH:7][C:6](/[CH:9]=[CH:12]/[C:13]([OH:15])=[O:14])=[CH:5][CH:4]=1. The catalyst class is: 803. (6) Reactant: Cl[C:2]1[CH:3]=[C:4]([CH:8]=[CH:9][N:10]=1)[C:5]([OH:7])=[O:6].[OH-:11].[K+].Cl. Product: [O:11]=[C:2]1[CH:3]=[C:4]([C:5]([OH:7])=[O:6])[CH:8]=[CH:9][NH:10]1. The catalyst class is: 6. (7) Reactant: C(OC([N:8]([CH2:16][C:17]1[C:22]([F:23])=[CH:21][N:20]=[C:19]([C:24]2[CH:25]=[N:26][C:27]([C:30]([F:33])([F:32])[F:31])=[N:28][CH:29]=2)[CH:18]=1)C(=O)OC(C)(C)C)=O)(C)(C)C.Cl. Product: [F:23][C:22]1[C:17]([CH2:16][NH2:8])=[CH:18][C:19]([C:24]2[CH:29]=[N:28][C:27]([C:30]([F:32])([F:33])[F:31])=[N:26][CH:25]=2)=[N:20][CH:21]=1. The catalyst class is: 4. (8) Reactant: [CH3:1][O:2][C:3]1[CH:4]=[C:5]([S:9]([NH:12][C:13]2[C:18]([O:19][CH3:20])=[N:17][CH:16]=[CH:15][N:14]=2)(=[O:11])=[O:10])[CH:6]=[CH:7][CH:8]=1.C([N-]C(C)C)(C)C.[Li+].C(NC(C)C)(C)C.C([Li])CCC.[Cl:41]C(Cl)(Cl)C(Cl)(Cl)Cl. Product: [Cl:41][C:4]1[C:3]([O:2][CH3:1])=[CH:8][CH:7]=[CH:6][C:5]=1[S:9]([NH:12][C:13]1[C:18]([O:19][CH3:20])=[N:17][CH:16]=[CH:15][N:14]=1)(=[O:11])=[O:10]. The catalyst class is: 7. (9) Reactant: [CH3:1][O:2][C:3](=[NH:8])[NH:4][N+:5]([O-:7])=[O:6].[Cl-].[Na+].Cl.CN.[C:14](=O)([O-])O.[Na+].Cl. Product: [CH3:14][NH:8][C:3](=[N:4][N+:5]([O-:7])=[O:6])[O:2][CH3:1]. The catalyst class is: 6. (10) Reactant: C(O)(C(F)(F)F)=O.[CH3:8][O:9][C:10]1[C:15]([C:16]2[CH:17]=[N:18][N:19](C(OC(C)(C)C)=O)[CH:20]=2)=[CH:14][CH:13]=[C:12]([NH:28][C:29]2[CH:30]=[CH:31][C:32]3[CH2:33][N:34]([CH3:46])[CH2:35][C@@H:36]([C:40]4[CH:45]=[CH:44][CH:43]=[CH:42][CH:41]=4)[O:37][C:38]=3[N:39]=2)[N:11]=1.C([O-])(O)=O.[Na+]. Product: [CH3:8][O:9][C:10]1[N:11]=[C:12]([NH:28][C:29]2[CH:30]=[CH:31][C:32]3[CH2:33][N:34]([CH3:46])[CH2:35][C@@H:36]([C:40]4[CH:45]=[CH:44][CH:43]=[CH:42][CH:41]=4)[O:37][C:38]=3[N:39]=2)[CH:13]=[CH:14][C:15]=1[C:16]1[CH:20]=[N:19][NH:18][CH:17]=1. The catalyst class is: 2.